From a dataset of Peptide-MHC class II binding affinity with 134,281 pairs from IEDB. Regression. Given a peptide amino acid sequence and an MHC pseudo amino acid sequence, predict their binding affinity value. This is MHC class II binding data. (1) The peptide sequence is VQDAATYAVTTFSNV. The MHC is DRB4_0101 with pseudo-sequence DRB4_0103. The binding affinity (normalized) is 0. (2) The peptide sequence is VHITDDNEEP. The MHC is DRB1_1101 with pseudo-sequence DRB1_1101. The binding affinity (normalized) is 0. (3) The peptide sequence is KTLNDETKKQVNLMG. The MHC is DRB3_0101 with pseudo-sequence DRB3_0101. The binding affinity (normalized) is 0. (4) The peptide sequence is AAATAGTTHYGAFAA. The MHC is HLA-DQA10102-DQB10602 with pseudo-sequence HLA-DQA10102-DQB10602. The binding affinity (normalized) is 0.335. (5) The peptide sequence is RRMWASAQNISGAGW. The MHC is HLA-DPA10201-DPB10101 with pseudo-sequence HLA-DPA10201-DPB10101. The binding affinity (normalized) is 0.156. (6) The peptide sequence is SQDLELSFNLNGLQAY. The MHC is HLA-DQA10301-DQB10302 with pseudo-sequence HLA-DQA10301-DQB10302. The binding affinity (normalized) is 0.469. (7) The peptide sequence is YLILKNLTGLVSTGS. The MHC is DRB1_0802 with pseudo-sequence DRB1_0802. The binding affinity (normalized) is 0.503. (8) The peptide sequence is YDKFLDNVSTVLTGK. The MHC is DRB1_1302 with pseudo-sequence DRB1_1302. The binding affinity (normalized) is 0.444. (9) The peptide sequence is TKWDNSFLEIL. The MHC is DRB1_1101 with pseudo-sequence DRB1_1101. The binding affinity (normalized) is 0.0236.